This data is from Forward reaction prediction with 1.9M reactions from USPTO patents (1976-2016). The task is: Predict the product of the given reaction. Given the reactants [NH:1]1[CH2:5][CH2:4][CH:3]([NH:6][C:7](=[O:13])[O:8][C:9]([CH3:12])([CH3:11])[CH3:10])[CH2:2]1.[O:14]=[C:15]([CH2:19][C:20]1[CH:25]=[CH:24][CH:23]=[CH:22][CH:21]=1)[C:16](O)=[O:17].C1C=CC2N(O)N=NC=2C=1.CCN(C(C)C)C(C)C.C(Cl)CCl.C(=O)(O)[O-].[Na+], predict the reaction product. The product is: [C:9]([O:8][C:7](=[O:13])[NH:6][CH:3]1[CH2:4][CH2:5][N:1]([C:16](=[O:17])[C:15](=[O:14])[CH2:19][C:20]2[CH:21]=[CH:22][CH:23]=[CH:24][CH:25]=2)[CH2:2]1)([CH3:10])([CH3:12])[CH3:11].